Predict the reaction yield, written as a fraction of the theoretical maximum amount of product (1.0 means a 100% yield; for example, 0.34 means a 34% yield). From a dataset of Reaction yield outcomes from USPTO patents with 853,638 reactions. (1) The reactants are [C:1]1([N:7]2[C:12](=[O:13])[C:11]([C:14]3[CH:19]=[CH:18][C:17]([F:20])=[CH:16][CH:15]=3)=[C:10]([O:21]C)[CH:9]=[N:8]2)[CH:6]=[CH:5][CH:4]=[CH:3][CH:2]=1.Br. No catalyst specified. The product is [C:1]1([N:7]2[C:12](=[O:13])[C:11]([C:14]3[CH:19]=[CH:18][C:17]([F:20])=[CH:16][CH:15]=3)=[C:10]([OH:21])[CH:9]=[N:8]2)[CH:2]=[CH:3][CH:4]=[CH:5][CH:6]=1. The yield is 0.920. (2) The reactants are [BH4-].[Na+].[CH3:3][O:4][C:5]1[CH:6]=[C:7]([N:14]2[CH2:19][CH2:18][CH:17]([N:20]3[CH2:25][CH2:24][N:23]([CH2:26][CH2:27][S:28]([CH3:31])(=[O:30])=[O:29])[CH2:22][CH2:21]3)[CH2:16][CH2:15]2)[CH:8]=[CH:9][C:10]=1[N+:11]([O-])=O.CO. The catalyst is O.O.O.O.O.O.[Ni](Cl)Cl.C1COCC1. The product is [CH3:3][O:4][C:5]1[CH:6]=[C:7]([N:14]2[CH2:15][CH2:16][CH:17]([N:20]3[CH2:21][CH2:22][N:23]([CH2:26][CH2:27][S:28]([CH3:31])(=[O:29])=[O:30])[CH2:24][CH2:25]3)[CH2:18][CH2:19]2)[CH:8]=[CH:9][C:10]=1[NH2:11]. The yield is 0.680. (3) The reactants are [F:1][C:2]1[CH:27]=[CH:26][CH:25]=[C:24]([F:28])[C:3]=1[C:4]([N:6]([CH2:15][C:16]1[CH:21]=[CH:20][C:19]([O:22][CH3:23])=[CH:18][CH:17]=1)[C:7]1[S:11][CH:10]=[N:9][C:8]=1[C:12](O)=[O:13])=[O:5].[C:29]([O:33][C:34]([N:36]1[CH2:41][CH2:40][CH:39]([NH2:42])[CH2:38][CH2:37]1)=[O:35])([CH3:32])([CH3:31])[CH3:30].C(Cl)CCl.C1C=CC2N(O)N=NC=2C=1. The catalyst is ClCCl.CCOC(C)=O. The product is [C:29]([O:33][C:34]([N:36]1[CH2:41][CH2:40][CH:39]([NH:42][C:12]([C:8]2[N:9]=[CH:10][S:11][C:7]=2[N:6]([C:4](=[O:5])[C:3]2[C:2]([F:1])=[CH:27][CH:26]=[CH:25][C:24]=2[F:28])[CH2:15][C:16]2[CH:17]=[CH:18][C:19]([O:22][CH3:23])=[CH:20][CH:21]=2)=[O:13])[CH2:38][CH2:37]1)=[O:35])([CH3:32])([CH3:30])[CH3:31]. The yield is 0.900. (4) The reactants are [NH:1]([C:8]([NH:21][C:22]1[CH:27]=[CH:26][CH:25]=[CH:24][CH:23]=1)=[CH:9][C:10]([C:12]1[C:13](Cl)=[N:14][C:15]([CH3:19])=[CH:16][C:17]=1[Cl:18])=[O:11])[C:2]1[CH:7]=[CH:6][CH:5]=[CH:4][CH:3]=1.CC([O-])(C)C.[K+]. The catalyst is O1CCOCC1. The product is [NH:1]([C:8]1[N:21]([C:22]2[CH:27]=[CH:26][CH:25]=[CH:24][CH:23]=2)[C:13]2[C:12]([C:10](=[O:11])[CH:9]=1)=[C:17]([Cl:18])[CH:16]=[C:15]([CH3:19])[N:14]=2)[C:2]1[CH:7]=[CH:6][CH:5]=[CH:4][CH:3]=1. The yield is 0.140.